Dataset: Full USPTO retrosynthesis dataset with 1.9M reactions from patents (1976-2016). Task: Predict the reactants needed to synthesize the given product. (1) Given the product [Br:2][C:3]1[C:8]2[N:9]([C:30]3[CH:31]=[CH:32][CH:33]=[CH:34][CH:35]=3)[C:10]([C@@H:12]([NH:14][C:15]3[N:23]=[CH:22][N:21]=[C:20]4[C:16]=3[N:17]=[CH:18][NH:19]4)[CH3:13])=[N:11][C:7]=2[CH:6]=[CH:5][C:4]=1[F:36], predict the reactants needed to synthesize it. The reactants are: Cl.[Br:2][C:3]1[C:8]2[N:9]([C:30]3[CH:35]=[CH:34][CH:33]=[CH:32][CH:31]=3)[C:10]([C@@H:12]([NH:14][C:15]3[N:23]=[CH:22][N:21]=[C:20]4[C:16]=3[N:17]=[CH:18][N:19]4C3CCCCO3)[CH3:13])=[N:11][C:7]=2[CH:6]=[CH:5][C:4]=1[F:36]. (2) Given the product [N:11]1([CH2:17][CH2:18][CH2:19][NH:20][C:2]2[CH:7]=[CH:6][C:5]([N+:8]([O-:10])=[O:9])=[CH:4][CH:3]=2)[CH2:16][CH2:15][O:14][CH2:13][CH2:12]1, predict the reactants needed to synthesize it. The reactants are: I[C:2]1[CH:7]=[CH:6][C:5]([N+:8]([O-:10])=[O:9])=[CH:4][CH:3]=1.[N:11]1([CH2:17][CH2:18][CH2:19][NH2:20])[CH2:16][CH2:15][O:14][CH2:13][CH2:12]1. (3) Given the product [Br:1][C:2]1[CH:3]=[C:4]([N+:9]([O-:11])=[O:10])[CH:5]=[C:6]([F:8])[CH:7]=1, predict the reactants needed to synthesize it. The reactants are: [Br:1][C:2]1[CH:7]=[C:6]([F:8])[CH:5]=[C:4]([N+:9]([O-:11])=[O:10])[C:3]=1N.N([O-])=O.[Na+].C(O)C. (4) Given the product [Br:21][C:9]1[CH:14]=[CH:13][C:12]([C@@H:15]2[CH2:17][C@H:16]2[N+:18]([O-:20])=[O:19])=[CH:11][CH:10]=1, predict the reactants needed to synthesize it. The reactants are: C(O[C:9]1[CH:14]=[CH:13][C:12]([C@@H:15]2[CH2:17][C@H:16]2[N+:18]([O-:20])=[O:19])=[CH:11][CH:10]=1)C1C=CC=CC=1.[Br:21]C1C=CC(/C=C/[N+]([O-])=O)=CC=1.